This data is from Catalyst prediction with 721,799 reactions and 888 catalyst types from USPTO. The task is: Predict which catalyst facilitates the given reaction. (1) Reactant: Br[CH2:2][CH:3]=[CH:4][CH2:5]Br.[C:7]([O-:10])(=[O:9])[CH3:8].[Na+]. Product: [C:7]([O:10][CH2:2][CH:3]=[CH:4][CH2:5][O:10][C:7](=[O:9])[CH3:8])(=[O:9])[CH3:8]. The catalyst class is: 8. (2) Reactant: [C:1]([O:5][C:6]([N:8]([C:44]1[CH:49]=[CH:48][C:47]([O:50][CH2:51][CH3:52])=[CH:46][CH:45]=1)[C:9]1[N:14]2[N:15]=[CH:16][CH:17]=[C:13]2[N:12]=[C:11]([NH:18][C@H:19]2[CH2:24][CH2:23][CH2:22][N:21]([C:25]([O:27][C:28]([CH3:31])([CH3:30])[CH3:29])=[O:26])[CH2:20]2)[C:10]=1[CH2:32][CH:33](O)[CH2:34][O:35][Si:36]([C:39]([CH3:42])([CH3:41])[CH3:40])([CH3:38])[CH3:37])=[O:7])([CH3:4])([CH3:3])[CH3:2].CC(OI1(OC(C)=O)(OC(C)=O)OC(=O)C2C=CC=CC1=2)=O. Product: [C:1]([O:5][C:6]([N:8]([C:44]1[CH:49]=[CH:48][C:47]([O:50][CH2:51][CH3:52])=[CH:46][CH:45]=1)[C:9]1[N:14]2[C:13](=[CH:17][CH:16]=[N:15]2)[N:12]=[C:11]2[C:10]=1[CH:32]=[C:33]([CH2:34][O:35][Si:36]([C:39]([CH3:40])([CH3:41])[CH3:42])([CH3:37])[CH3:38])[N:18]2[C@H:19]1[CH2:24][CH2:23][CH2:22][N:21]([C:25]([O:27][C:28]([CH3:29])([CH3:30])[CH3:31])=[O:26])[CH2:20]1)=[O:7])([CH3:3])([CH3:4])[CH3:2]. The catalyst class is: 2.